From a dataset of Reaction yield outcomes from USPTO patents with 853,638 reactions. Predict the reaction yield, written as a fraction of the theoretical maximum amount of product (1.0 means a 100% yield; for example, 0.34 means a 34% yield). (1) The reactants are Cl.C([O:4][C:5]1[CH2:11][CH2:10][CH2:9][NH:8][C:7](=[O:12])[CH:6]=1)C. The catalyst is CC(C)=O. The product is [NH:8]1[CH2:9][CH2:10][CH2:11][C:5](=[O:4])[CH2:6][C:7]1=[O:12]. The yield is 1.00. (2) The reactants are [I:1][C:2]1[C:10]([CH3:11])=[CH:9][CH:8]=[CH:7][C:3]=1[C:4]([OH:6])=O.[CH2:12]([O:14][C:15]([C:17]1([NH2:28])[CH2:25][C:24]2[C:19](=[CH:20][C:21]([F:27])=[C:22]([F:26])[CH:23]=2)[CH2:18]1)=[O:16])[CH3:13].CN(C(ON1N=NC2C=CC=NC1=2)=[N+](C)C)C.F[P-](F)(F)(F)(F)F.CCN(C(C)C)C(C)C. The catalyst is CN(C=O)C. The product is [CH2:12]([O:14][C:15]([C:17]1([NH:28][C:4](=[O:6])[C:3]2[CH:7]=[CH:8][CH:9]=[C:10]([CH3:11])[C:2]=2[I:1])[CH2:25][C:24]2[C:19](=[CH:20][C:21]([F:27])=[C:22]([F:26])[CH:23]=2)[CH2:18]1)=[O:16])[CH3:13]. The yield is 0.830.